Dataset: Full USPTO retrosynthesis dataset with 1.9M reactions from patents (1976-2016). Task: Predict the reactants needed to synthesize the given product. (1) Given the product [C:1]([O:5][C:6](=[O:7])[NH:8][C:9]1[S:10][CH:11]=[C:12]([CH2:14][C:15](=[O:17])[N:29]2[CH2:28][CH2:27][N:26]([CH2:25][C:23](=[O:24])[N:18]3[CH2:19][CH2:20][CH2:21][CH2:22]3)[CH2:31][CH2:30]2)[N:13]=1)([CH3:2])([CH3:3])[CH3:4], predict the reactants needed to synthesize it. The reactants are: [C:1]([O:5][C:6]([NH:8][C:9]1[S:10][CH:11]=[C:12]([CH2:14][C:15]([OH:17])=O)[N:13]=1)=[O:7])([CH3:4])([CH3:3])[CH3:2].[N:18]1([C:23]([CH2:25][N:26]2[CH2:31][CH2:30][NH:29][CH2:28][CH2:27]2)=[O:24])[CH2:22][CH2:21][CH2:20][CH2:19]1. (2) Given the product [CH:10]1[C:11]2[CH:12]([CH2:14][O:15][C:16]([NH:18][C@H:19]([C:23]([N:61]([CH3:62])[C@@H:56]([C@@H:57]([CH3:60])[CH2:58][CH3:59])[C@H:47]([O:46][CH3:45])[CH2:48][C:49]([O:51][C:52]([CH3:55])([CH3:54])[CH3:53])=[O:50])=[O:24])[CH:20]([CH3:21])[CH3:22])=[O:17])[C:13]3[C:5](=[CH:4][CH:3]=[CH:2][CH:1]=3)[C:6]=2[CH:7]=[CH:8][CH:9]=1, predict the reactants needed to synthesize it. The reactants are: [CH:1]1[C:13]2[CH:12]([CH2:14][O:15][C:16]([NH:18][C@H:19]([C:23](O)=[O:24])[CH:20]([CH3:22])[CH3:21])=[O:17])[C:11]3[C:6](=[CH:7][CH:8]=[CH:9][CH:10]=3)[C:5]=2[CH:4]=[CH:3][CH:2]=1.ClC1N=C(OC)N=C(OC)N=1.CN1CCOCC1.Cl.[CH3:45][O:46][C@@H:47]([C@@H:56]([NH:61][CH3:62])[C@@H:57]([CH3:60])[CH2:58][CH3:59])[CH2:48][C:49]([O:51][C:52]([CH3:55])([CH3:54])[CH3:53])=[O:50]. (3) Given the product [C:23]1([CH3:8])[C:24]([S:27]([O-:30])(=[O:28])=[O:29])=[CH:25][CH:26]=[CH:21][CH:22]=1.[C:15]1([S+:27]([C:15]2[CH:16]=[CH:17][CH:18]=[CH:19][CH:20]=2)[C:24]2[CH:23]=[CH:22][CH:21]=[CH:26][CH:25]=2)[CH:20]=[CH:19][CH:18]=[CH:17][CH:16]=1, predict the reactants needed to synthesize it. The reactants are: COP([O-])(OC)=O.[C:8]1([I+][C:15]2[CH:20]=[CH:19][CH:18]=[CH:17][CH:16]=2)C=CC=CC=1.[C:21]1(C)[CH:26]=[CH:25][C:24]([S:27]([OH:30])(=[O:29])=[O:28])=[CH:23][CH:22]=1.N. (4) Given the product [CH2:27]([O:34][C:35]1[CH:44]=[C:43]2[C:38]([CH:39]=[CH:40][C:41]([OH:45])=[CH:42]2)=[CH:37][C:36]=1[B:10]1[O:11][C:12]([CH3:17])([CH3:18])[C:13]([CH3:15])([CH3:16])[O:14]1)[C:28]1[CH:29]=[CH:30][CH:31]=[CH:32][CH:33]=1, predict the reactants needed to synthesize it. The reactants are: [B:10]1([B:10]2[O:14][C:13]([CH3:16])([CH3:15])[C:12]([CH3:18])([CH3:17])[O:11]2)[O:14][C:13]([CH3:16])([CH3:15])[C:12]([CH3:18])([CH3:17])[O:11]1.CC([O-])=O.[K+].C(Cl)Cl.[CH2:27]([O:34][C:35]1[CH:44]=[C:43]2[C:38]([CH:39]=[CH:40][C:41]([OH:45])=[CH:42]2)=[CH:37][C:36]=1Br)[C:28]1[CH:33]=[CH:32][CH:31]=[CH:30][CH:29]=1. (5) Given the product [NH2:23][C:20]1[N:21]=[CH:22][C:17]([C:3]2[CH:4]=[CH:5][C:6]([C:25]3[CH:30]=[CH:29][CH:28]=[CH:27][C:26]=3[NH:31][C:32]([NH2:34])=[O:33])=[CH:7][C:2]=2[F:1])=[N:18][CH:19]=1, predict the reactants needed to synthesize it. The reactants are: [F:1][C:2]1[CH:7]=[C:6](B2OC(C)(C)C(C)(C)O2)[CH:5]=[CH:4][C:3]=1[C:17]1[N:18]=[CH:19][C:20]([NH2:23])=[N:21][CH:22]=1.Br[C:25]1[CH:30]=[CH:29][CH:28]=[CH:27][C:26]=1[NH:31][C:32]([NH2:34])=[O:33]. (6) Given the product [CH2:1]([N:8]1[CH:16]=[C:15]2[C:10]([CH:11]=[CH:12][C:13]3[C:19](=[O:20])[C:18]([CH2:21][CH2:22][F:23])([CH2:36][CH2:35][C:37](=[O:38])[CH3:39])[CH2:17][C:14]=32)=[N:9]1)[C:2]1[CH:3]=[CH:4][CH:5]=[CH:6][CH:7]=1, predict the reactants needed to synthesize it. The reactants are: [CH2:1]([N:8]1[CH:16]=[C:15]2[C:10]([CH:11]=[CH:12][C:13]3[C:19](=[O:20])[CH:18]([CH2:21][CH2:22][F:23])[CH2:17][C:14]=32)=[N:9]1)[C:2]1[CH:7]=[CH:6][CH:5]=[CH:4][CH:3]=1.N12CCCN=C1CCCCC2.[CH:35]([C:37]([CH3:39])=[O:38])=[CH2:36]. (7) Given the product [CH3:1][N:2]1[C:6]([B:12]([OH:17])[OH:13])=[CH:5][CH:4]=[N:3]1, predict the reactants needed to synthesize it. The reactants are: [CH3:1][N:2]1[CH:6]=[CH:5][CH:4]=[N:3]1.[Li]CCCC.[B:12](OC(C)C)([O:17]C(C)C)[O:13]C(C)C.Cl.